Task: Predict which catalyst facilitates the given reaction.. Dataset: Catalyst prediction with 721,799 reactions and 888 catalyst types from USPTO (1) Reactant: [C:1]([N:5]1[CH:13]=[C:12]2[C:7]([CH:8]=[C:9]([N+:14]([O-])=O)[CH:10]=[CH:11]2)=[N:6]1)([CH3:4])([CH3:3])[CH3:2]. Product: [C:1]([N:5]1[CH:13]=[C:12]2[C:7]([CH:8]=[C:9]([NH2:14])[CH:10]=[CH:11]2)=[N:6]1)([CH3:4])([CH3:2])[CH3:3]. The catalyst class is: 153. (2) Reactant: C(I)(C)C.II.[Mg].Br[C:9]1[CH:10]=[CH:11][C:12]2[O:16][CH:15]=[CH:14][C:13]=2[CH:17]=1.[S:18](Cl)([Cl:21])(=[O:20])=[O:19]. Product: [O:16]1[C:12]2[CH:11]=[CH:10][C:9]([S:18]([Cl:21])(=[O:20])=[O:19])=[CH:17][C:13]=2[CH:14]=[CH:15]1. The catalyst class is: 7. (3) Reactant: [N:1]([CH:4]1[CH:9]([OH:10])[CH2:8][CH2:7][CH:6]([C:11]([O:13][CH2:14][CH3:15])=[O:12])[CH2:5]1)=[N+]=[N-].[C:16]([O:20][C:21](O[C:21]([O:20][C:16]([CH3:19])([CH3:18])[CH3:17])=[O:22])=[O:22])([CH3:19])([CH3:18])[CH3:17].[H][H]. The catalyst class is: 153. Product: [C:16]([O:20][C:21]([NH:1][CH:4]1[CH:9]([OH:10])[CH2:8][CH2:7][CH:6]([C:11]([O:13][CH2:14][CH3:15])=[O:12])[CH2:5]1)=[O:22])([CH3:19])([CH3:18])[CH3:17].